This data is from Full USPTO retrosynthesis dataset with 1.9M reactions from patents (1976-2016). The task is: Predict the reactants needed to synthesize the given product. (1) Given the product [Br:1][C:2]1[C:9]([F:10])=[CH:8][C:5](/[CH:6]=[N:14]/[OH:13])=[C:4]([F:11])[CH:3]=1, predict the reactants needed to synthesize it. The reactants are: [Br:1][C:2]1[C:9]([F:10])=[CH:8][C:5]([CH:6]=O)=[C:4]([F:11])[CH:3]=1.Cl.[OH:13][NH2:14]. (2) Given the product [I:3][C:4]1[CH:17]=[C:16]([C:18]([OH:20])=[O:19])[C:15]2[NH:14][C:13]3[C:8](=[CH:9][CH:10]=[CH:11][CH:12]=3)[C:7](=[O:22])[C:6]=2[CH:5]=1, predict the reactants needed to synthesize it. The reactants are: [OH-].[Na+].[I:3][C:4]1[CH:17]=[C:16]([C:18]([O:20]C)=[O:19])[C:15]2[NH:14][C:13]3[C:8](=[CH:9][CH:10]=[CH:11][CH:12]=3)[C:7](=[O:22])[C:6]=2[CH:5]=1. (3) Given the product [OH:7][CH2:8][CH2:9][CH2:10][CH2:11][C:12]#[C:13][C:14]([O:16][C:17]([CH3:20])([CH3:19])[CH3:18])=[O:15], predict the reactants needed to synthesize it. The reactants are: O1CCCCC1[O:7][CH2:8][CH2:9][CH2:10][CH2:11][C:12]#[C:13][C:14]([O:16][C:17]([CH3:20])([CH3:19])[CH3:18])=[O:15].O.C1(C)C=CC(S(O)(=O)=O)=CC=1.C([O-])(O)=O.[Na+]. (4) Given the product [CH2:27]([N:10]1[C:9]([C:6]2[CH:7]=[CH:8][C:3]([O:2][CH3:1])=[CH:4][C:5]=2[CH3:22])=[C:17]2[C:12]([C:13]([C:18]([F:21])([F:19])[F:20])=[CH:14][CH:15]=[CH:16]2)=[N:11]1)[CH:26]=[CH2:25], predict the reactants needed to synthesize it. The reactants are: [CH3:1][O:2][C:3]1[CH:8]=[CH:7][C:6]([C:9]2[C:17]3[C:12](=[C:13]([C:18]([F:21])([F:20])[F:19])[CH:14]=[CH:15][CH:16]=3)[NH:11][N:10]=2)=[C:5]([CH3:22])[CH:4]=1.[H-].[Na+].[CH2:25](Br)[CH:26]=[CH2:27].